This data is from Peptide-MHC class II binding affinity with 134,281 pairs from IEDB. The task is: Regression. Given a peptide amino acid sequence and an MHC pseudo amino acid sequence, predict their binding affinity value. This is MHC class II binding data. The peptide sequence is PKKLVLNIKYTRPGD. The MHC is DRB1_1101 with pseudo-sequence DRB1_1101. The binding affinity (normalized) is 0.695.